This data is from Peptide-MHC class I binding affinity with 185,985 pairs from IEDB/IMGT. The task is: Regression. Given a peptide amino acid sequence and an MHC pseudo amino acid sequence, predict their binding affinity value. This is MHC class I binding data. (1) The peptide sequence is ATYQRTRAL. The MHC is HLA-C14:02 with pseudo-sequence HLA-C14:02. The binding affinity (normalized) is 0.491. (2) The peptide sequence is SIYYTLVRM. The MHC is HLA-A25:01 with pseudo-sequence HLA-A25:01. The binding affinity (normalized) is 0.0847. (3) The peptide sequence is SWLDFDEKLV. The MHC is HLA-A29:02 with pseudo-sequence HLA-A29:02. The binding affinity (normalized) is 0. (4) The peptide sequence is FLSMLNLTKY. The MHC is HLA-A26:01 with pseudo-sequence HLA-A26:01. The binding affinity (normalized) is 0.219.